Predict the product of the given reaction. From a dataset of Forward reaction prediction with 1.9M reactions from USPTO patents (1976-2016). (1) Given the reactants [CH3:1][C:2]([O:5][C:6]([NH:8][C:9]1[CH:17]=[CH:16][C:12]([C:13]([OH:15])=O)=[CH:11][CH:10]=1)=[O:7])([CH3:4])[CH3:3].F[P-](F)(F)(F)(F)F.N1(OC(N(C)C)=[N+](C)C)C2N=CC=CC=2N=N1.C(N(CC)C(C)C)(C)C.[NH2:51][CH2:52][C:53]1[C:58]([CH2:59][CH3:60])=[N:57][C:56]2[N:61]([CH2:64][CH3:65])[N:62]=[CH:63][C:55]=2[C:54]=1[NH:66][CH:67]1[CH2:72][CH2:71][O:70][CH2:69][CH2:68]1, predict the reaction product. The product is: [CH2:64]([N:61]1[C:56]2=[N:57][C:58]([CH2:59][CH3:60])=[C:53]([CH2:52][NH:51][C:13]([C:12]3[CH:11]=[CH:10][C:9]([NH:8][C:6](=[O:7])[O:5][C:2]([CH3:1])([CH3:3])[CH3:4])=[CH:17][CH:16]=3)=[O:15])[C:54]([NH:66][CH:67]3[CH2:68][CH2:69][O:70][CH2:71][CH2:72]3)=[C:55]2[CH:63]=[N:62]1)[CH3:65]. (2) Given the reactants [Br:1][C:2]1[C:10]2[C:5](=[CH:6][C:7]([N+:11]([O-])=O)=[CH:8][CH:9]=2)[N:4]([CH2:14][CH2:15][N:16]2[CH2:20][CH2:19][CH2:18][CH2:17]2)[N:3]=1.[Cl-].[NH4+], predict the reaction product. The product is: [Br:1][C:2]1[C:10]2[C:5](=[CH:6][C:7]([NH2:11])=[CH:8][CH:9]=2)[N:4]([CH2:14][CH2:15][N:16]2[CH2:17][CH2:18][CH2:19][CH2:20]2)[N:3]=1.